Dataset: TCR-epitope binding with 47,182 pairs between 192 epitopes and 23,139 TCRs. Task: Binary Classification. Given a T-cell receptor sequence (or CDR3 region) and an epitope sequence, predict whether binding occurs between them. (1) The epitope is PKYVKQNTLKLAT. The TCR CDR3 sequence is CASSQGTGASSYNEQFF. Result: 0 (the TCR does not bind to the epitope). (2) The epitope is KLGGALQAK. The TCR CDR3 sequence is CASSDTASGDTDTQYF. Result: 1 (the TCR binds to the epitope). (3) The epitope is TLVPQEHYV. The TCR CDR3 sequence is CASSVGNTEAFF. Result: 1 (the TCR binds to the epitope). (4) The epitope is KTSVDCTMYI. The TCR CDR3 sequence is CASSDRLAEQYF. Result: 1 (the TCR binds to the epitope). (5) The epitope is PROT_97E67BCC. The TCR CDR3 sequence is CASSVSTGGILEKLFF. Result: 1 (the TCR binds to the epitope).